Regression. Given a peptide amino acid sequence and an MHC pseudo amino acid sequence, predict their binding affinity value. This is MHC class I binding data. From a dataset of Peptide-MHC class I binding affinity with 185,985 pairs from IEDB/IMGT. (1) The peptide sequence is ALMIAAQVVV. The MHC is HLA-A68:02 with pseudo-sequence HLA-A68:02. The binding affinity (normalized) is 0.329. (2) The binding affinity (normalized) is 0.0847. The peptide sequence is TVLDHILQK. The MHC is HLA-A23:01 with pseudo-sequence HLA-A23:01. (3) The peptide sequence is HLEEERDLKI. The MHC is HLA-A02:01 with pseudo-sequence HLA-A02:01. The binding affinity (normalized) is 0.209. (4) The MHC is HLA-A25:01 with pseudo-sequence HLA-A25:01. The binding affinity (normalized) is 0.0847. The peptide sequence is RIQENHGFI. (5) The peptide sequence is WPLHRMDLGV. The MHC is HLA-B51:01 with pseudo-sequence HLA-B51:01. The binding affinity (normalized) is 0.252. (6) The peptide sequence is FGALFMWLL. The MHC is HLA-B27:03 with pseudo-sequence HLA-B27:03. The binding affinity (normalized) is 0.0847. (7) The peptide sequence is WLYDLWGQL. The MHC is HLA-B58:01 with pseudo-sequence HLA-B58:01. The binding affinity (normalized) is 0.213. (8) The peptide sequence is AVLLHEESM. The MHC is HLA-A02:02 with pseudo-sequence HLA-A02:02. The binding affinity (normalized) is 0.161.